Dataset: Plasma protein binding rate (PPBR) regression data from AstraZeneca. Task: Regression/Classification. Given a drug SMILES string, predict its absorption, distribution, metabolism, or excretion properties. Task type varies by dataset: regression for continuous measurements (e.g., permeability, clearance, half-life) or binary classification for categorical outcomes (e.g., BBB penetration, CYP inhibition). For this dataset (ppbr_az), we predict Y. (1) The molecule is COc1ccc2c(C)cc(N[C@H]3CC[C@H](NCc4cn(C)c5ccc(C#N)cc45)C3)nc2c1. The Y is 98.6 %. (2) The drug is CC(=O)Nc1cccc(Nc2ncnc(N3CCC(OCc4ccc(OC(F)(F)F)cc4)CC3)n2)c1C. The Y is 98.8 %. (3) The molecule is CCOc1cc(Nc2nc3c(cc2F)ncn3[C@@H](CO)c2ccc(F)cn2)n[nH]1. The Y is 86.8 %.